This data is from HIV replication inhibition screening data with 41,000+ compounds from the AIDS Antiviral Screen. The task is: Binary Classification. Given a drug SMILES string, predict its activity (active/inactive) in a high-throughput screening assay against a specified biological target. (1) The result is 0 (inactive). The molecule is CCCCCCCCCCCCCCCC(=O)OC(CC(=O)O)C[N+](C)(C)C.[Cl-]. (2) The result is 0 (inactive). The molecule is O=P1(c2ccccc2)CCCCC1. (3) The drug is CS(=O)(=O)OC1C(COC(=O)c2ccccc2)OC2C1Oc1nc(=O)ccn12. The result is 0 (inactive). (4) The compound is O=C1OC(=O)C2=C1C1C=CC2O1. The result is 0 (inactive). (5) The drug is CC(=O)C12OC(C)(c3ccco3)OC1CC1C3CCC4=CC(=O)CCC4(C)C3CCC12C. The result is 0 (inactive).